Dataset: NCI-60 drug combinations with 297,098 pairs across 59 cell lines. Task: Regression. Given two drug SMILES strings and cell line genomic features, predict the synergy score measuring deviation from expected non-interaction effect. (1) Drug 1: C1CCC(CC1)NC(=O)N(CCCl)N=O. Drug 2: CC1=C(C=C(C=C1)NC(=O)C2=CC=C(C=C2)CN3CCN(CC3)C)NC4=NC=CC(=N4)C5=CN=CC=C5. Cell line: COLO 205. Synergy scores: CSS=4.31, Synergy_ZIP=-7.31, Synergy_Bliss=-1.35, Synergy_Loewe=-7.41, Synergy_HSA=-3.59. (2) Drug 1: CN1CCC(CC1)COC2=C(C=C3C(=C2)N=CN=C3NC4=C(C=C(C=C4)Br)F)OC. Drug 2: CC1=C(C=C(C=C1)NC2=NC=CC(=N2)N(C)C3=CC4=NN(C(=C4C=C3)C)C)S(=O)(=O)N.Cl. Cell line: OVCAR-8. Synergy scores: CSS=10.6, Synergy_ZIP=-0.191, Synergy_Bliss=4.97, Synergy_Loewe=3.65, Synergy_HSA=4.81. (3) Drug 1: CS(=O)(=O)OCCCCOS(=O)(=O)C. Drug 2: CCN(CC)CCCC(C)NC1=C2C=C(C=CC2=NC3=C1C=CC(=C3)Cl)OC. Cell line: NCI/ADR-RES. Synergy scores: CSS=16.2, Synergy_ZIP=1.66, Synergy_Bliss=13.0, Synergy_Loewe=-2.81, Synergy_HSA=2.33. (4) Drug 1: CC1OCC2C(O1)C(C(C(O2)OC3C4COC(=O)C4C(C5=CC6=C(C=C35)OCO6)C7=CC(=C(C(=C7)OC)O)OC)O)O. Drug 2: CC=C1C(=O)NC(C(=O)OC2CC(=O)NC(C(=O)NC(CSSCCC=C2)C(=O)N1)C(C)C)C(C)C. Cell line: A498. Synergy scores: CSS=54.7, Synergy_ZIP=0.0983, Synergy_Bliss=-0.367, Synergy_Loewe=-5.45, Synergy_HSA=4.09.